From a dataset of Reaction yield outcomes from USPTO patents with 853,638 reactions. Predict the reaction yield, written as a fraction of the theoretical maximum amount of product (1.0 means a 100% yield; for example, 0.34 means a 34% yield). (1) The reactants are [CH:1]1([N:7]([CH:19]2[CH2:24][CH2:23][CH2:22][CH2:21][CH2:20]2)[C:8](=[O:18])[NH:9][C:10]2[S:11][C:12]([C:15](O)=[O:16])=[CH:13][N:14]=2)[CH2:6][CH2:5][CH2:4][CH2:3][CH2:2]1.[N:25]1([C:31](=[O:39])[CH2:32][N:33]2[CH2:38][CH2:37][NH:36][CH2:35][CH2:34]2)[CH2:30][CH2:29][O:28][CH2:27][CH2:26]1.CN(C(ON1N=NC2C=CC=CC1=2)=[N+](C)C)C.F[P-](F)(F)(F)(F)F.CCN(C(C)C)C(C)C. The catalyst is CCOC(C)=O.CN(C=O)C. The product is [CH:19]1([N:7]([CH:1]2[CH2:6][CH2:5][CH2:4][CH2:3][CH2:2]2)[C:8]([NH:9][C:10]2[S:11][C:12]([C:15]([N:36]3[CH2:37][CH2:38][N:33]([CH2:32][C:31]([N:25]4[CH2:26][CH2:27][O:28][CH2:29][CH2:30]4)=[O:39])[CH2:34][CH2:35]3)=[O:16])=[CH:13][N:14]=2)=[O:18])[CH2:24][CH2:23][CH2:22][CH2:21][CH2:20]1. The yield is 0.310. (2) The yield is 0.220. The catalyst is CN(C=O)C. The reactants are [Cl:1][C:2]1[N:10]([CH2:11][CH:12]=[CH2:13])[C:9]2[C:8](=[O:14])[NH:7][C:6](=[O:15])[NH:5][C:4]=2[N:3]=1.C(=O)([O-])[O-].[Na+].[Na+].[F:22][C:23]([F:27])([F:26])[CH2:24]I. The product is [Cl:1][C:2]1[N:10]([CH2:11][CH:12]=[CH2:13])[C:9]2[C:8](=[O:14])[NH:7][C:6](=[O:15])[N:5]([CH2:24][C:23]([F:27])([F:26])[F:22])[C:4]=2[N:3]=1. (3) The reactants are [CH2:1]([NH:3][C:4]([C:6]1[S:28][C:9]2[N:10]=[C:11]([NH2:27])[N:12]=[C:13]([C:14]([C:16]3[CH:26]=[CH:25][C:19]4[N:20]([CH3:24])[CH2:21][CH2:22][O:23][C:18]=4[CH:17]=3)=O)[C:8]=2[CH:7]=1)=[O:5])[CH3:2].Cl.[O:30]([NH2:32])[CH3:31]. The catalyst is C(O)C. The product is [CH2:1]([NH:3][C:4]([C:6]1[S:28][C:9]2[N:10]=[C:11]([NH2:27])[N:12]=[C:13]([C:14](=[N:32][O:30][CH3:31])[C:16]3[CH:26]=[CH:25][C:19]4[N:20]([CH3:24])[CH2:21][CH2:22][O:23][C:18]=4[CH:17]=3)[C:8]=2[CH:7]=1)=[O:5])[CH3:2]. The yield is 0.370.